From a dataset of Catalyst prediction with 721,799 reactions and 888 catalyst types from USPTO. Predict which catalyst facilitates the given reaction. (1) Reactant: [Cl:1][C:2]1[C:3]([O:30][C@H:31]2[CH2:36][CH2:35][C@@H:34]([OH:37])[CH2:33][C@@H:32]2[C:38]2[N:42]([CH3:43])[N:41]=[CH:40][CH:39]=2)=[CH:4][C:5]([F:29])=[C:6]([S:8]([N:11](CC2C=CC(OC)=CC=2OC)[C:12]2[CH:17]=[CH:16][N:15]=[CH:14][N:13]=2)(=[O:10])=[O:9])[CH:7]=1.C([SiH](CC)CC)C.FC(F)(F)C(O)=O. Product: [Cl:1][C:2]1[C:3]([O:30][C@H:31]2[CH2:36][CH2:35][C@@H:34]([OH:37])[CH2:33][C@@H:32]2[C:38]2[N:42]([CH3:43])[N:41]=[CH:40][CH:39]=2)=[CH:4][C:5]([F:29])=[C:6]([S:8]([NH:11][C:12]2[CH:17]=[CH:16][N:15]=[CH:14][N:13]=2)(=[O:10])=[O:9])[CH:7]=1. The catalyst class is: 4. (2) Reactant: C[Si]([N-][Si](C)(C)C)(C)C.[K+].[Cl:11][C:12]1[N:17]2[N:18]=[CH:19][C:20]([C:21]3[CH:26]=[CH:25][CH:24]=[CH:23][CH:22]=3)=[C:16]2[N:15]=[C:14]([CH3:27])[C:13]=1[CH2:28][C:29]([O:31][CH3:32])=[O:30].C1(C2[O:41]N2S(C2C=CC=CC=2)(=O)=O)C=CC=CC=1. Product: [Cl:11][C:12]1[N:17]2[N:18]=[CH:19][C:20]([C:21]3[CH:26]=[CH:25][CH:24]=[CH:23][CH:22]=3)=[C:16]2[N:15]=[C:14]([CH3:27])[C:13]=1[CH:28]([OH:41])[C:29]([O:31][CH3:32])=[O:30]. The catalyst class is: 1. (3) Reactant: [Cl:1][C:2]1[CH:3]=[C:4]([NH2:19])[CH:5]=[N:6][C:7]=1[O:8][C:9]1[CH:10]=[N:11][C:12]2[C:17]([CH:18]=1)=[CH:16][CH:15]=[CH:14][CH:13]=2.[C:20]1(=[O:26])[O:25][C:23](=[O:24])[CH2:22][CH2:21]1. Product: [Cl:1][C:2]1[CH:3]=[C:4]([NH:19][C:20](=[O:26])[CH2:21][CH2:22][C:23]([OH:25])=[O:24])[CH:5]=[N:6][C:7]=1[O:8][C:9]1[CH:10]=[N:11][C:12]2[C:17]([CH:18]=1)=[CH:16][CH:15]=[CH:14][CH:13]=2. The catalyst class is: 11. (4) Reactant: Cl[C:2](Cl)([O:4]C(=O)OC(Cl)(Cl)Cl)Cl.[NH2:13][C:14]1[CH:27]=[CH:26][C:17]([CH2:18][NH:19][C:20](=[O:25])[C:21]([CH3:24])([CH3:23])[CH3:22])=[CH:16][CH:15]=1.C(N(CC)CC)C.[CH:35]([NH:38][CH2:39][CH:40]([C:42]1[CH:47]=[CH:46]C(Cl)=[C:44]([Cl:49])[CH:43]=1)[OH:41])(C)C.[CH2:50]([Cl:52])Cl. Product: [Cl:49][C:44]1[CH:43]=[C:42]([CH:40]([OH:41])[CH2:39][N:38]([CH3:35])[C:2](=[O:4])[NH:13][C:14]2[CH:15]=[CH:16][C:17]([CH2:18][NH:19][C:20](=[O:25])[C:21]([CH3:23])([CH3:24])[CH3:22])=[CH:26][CH:27]=2)[CH:47]=[CH:46][C:50]=1[Cl:52]. The catalyst class is: 25.